From a dataset of Full USPTO retrosynthesis dataset with 1.9M reactions from patents (1976-2016). Predict the reactants needed to synthesize the given product. (1) The reactants are: [CH2:1]([O:8][C:9]1[CH:10]=[C:11]2[C:16](=[CH:17][CH:18]=1)[C:15]([O:19][C:20]1[CH:25]=[CH:24][C:23]([O:26][CH2:27][CH2:28][N:29]3[CH2:34][CH2:33][CH2:32][CH2:31][CH2:30]3)=[CH:22][CH:21]=1)=[C:14](OS(C(F)(F)F)(=O)=O)[CH:13]=[CH:12]2)[C:2]1[CH:7]=[CH:6][CH:5]=[CH:4][CH:3]=1.[CH3:43][N:44]1[C:52](=[O:53])[C:51]2[C:46](=[CH:47][CH:48]=[C:49](B3OC(C)(C)C(C)(C)O3)[CH:50]=2)[C:45]1=[O:63].C1(P(C2CCCCC2)C2CCCCC2)CCCCC1.[F-].[Cs+]. Given the product [CH2:1]([O:8][C:9]1[CH:10]=[C:11]2[C:16](=[CH:17][CH:18]=1)[C:15]([O:19][C:20]1[CH:25]=[CH:24][C:23]([O:26][CH2:27][CH2:28][N:29]3[CH2:34][CH2:33][CH2:32][CH2:31][CH2:30]3)=[CH:22][CH:21]=1)=[C:14]([C:49]1[CH:50]=[C:51]3[C:46](=[CH:47][CH:48]=1)[C:45](=[O:63])[N:44]([CH3:43])[C:52]3=[O:53])[CH:13]=[CH:12]2)[C:2]1[CH:3]=[CH:4][CH:5]=[CH:6][CH:7]=1, predict the reactants needed to synthesize it. (2) Given the product [Cl:1][C:2]1[CH:7]=[CH:6][C:5]([CH:8]([C:41]2[CH:42]=[CH:43][C:44]([Cl:47])=[CH:45][CH:46]=2)[C:9]2[CH:10]=[C:11]3[C:16](=[CH:17][CH:18]=2)[N:15]=[CH:14][N:13]=[C:12]3[NH:19][CH:20]2[CH2:25][CH2:24][N:23]([S:26]([C:29]3[CH:38]=[CH:37][C:32]([C:33]([OH:35])=[O:34])=[C:31]([O:39][CH3:40])[CH:30]=3)(=[O:28])=[O:27])[CH2:22][CH2:21]2)=[CH:4][CH:3]=1, predict the reactants needed to synthesize it. The reactants are: [Cl:1][C:2]1[CH:7]=[CH:6][C:5]([CH:8]([C:41]2[CH:46]=[CH:45][C:44]([Cl:47])=[CH:43][CH:42]=2)[C:9]2[CH:10]=[C:11]3[C:16](=[CH:17][CH:18]=2)[N:15]=[CH:14][N:13]=[C:12]3[NH:19][CH:20]2[CH2:25][CH2:24][N:23]([S:26]([C:29]3[CH:38]=[CH:37][C:32]([C:33]([O:35]C)=[O:34])=[C:31]([O:39][CH3:40])[CH:30]=3)(=[O:28])=[O:27])[CH2:22][CH2:21]2)=[CH:4][CH:3]=1.[OH-].[Na+].Cl. (3) Given the product [Br:1][C:2]1[CH:3]=[CH:4][C:5]2[CH2:12][N:11]([S:31]([N:25]3[CH2:30][CH2:29][O:28][CH2:27][CH2:26]3)(=[O:33])=[O:32])[C:10]3[CH:13]=[CH:14][C:15]([Cl:17])=[CH:16][C:9]=3[CH:8]=[CH:7][C:6]=2[CH:18]=1, predict the reactants needed to synthesize it. The reactants are: [Br:1][C:2]1[CH:3]=[CH:4][C:5]2[CH2:12][NH:11][C:10]3[CH:13]=[CH:14][C:15]([Cl:17])=[CH:16][C:9]=3[CH:8]=[CH:7][C:6]=2[CH:18]=1.N1C=CC=CC=1.[N:25]1([S:31](Cl)(=[O:33])=[O:32])[CH2:30][CH2:29][O:28][CH2:27][CH2:26]1. (4) Given the product [N:10]1[CH:9]=[CH:8][C:7]([C:5]2[C:4]([C:13]3[CH:30]=[CH:29][C:16]([O:17][CH2:18][C:19]4[CH:28]=[CH:27][C:26]5[C:21](=[CH:22][CH:23]=[CH:24][CH:25]=5)[N:20]=4)=[CH:15][CH:14]=3)=[N:3][N:2]([CH2:1][CH:34]([OH:36])[CH3:33])[CH:6]=2)=[CH:12][CH:11]=1, predict the reactants needed to synthesize it. The reactants are: [CH3:1][N:2]1[CH:6]=[C:5]([C:7]2[CH:12]=[CH:11][N:10]=[CH:9][CH:8]=2)[C:4]([C:13]2[CH:30]=[CH:29][C:16]([O:17][CH2:18][C:19]3[CH:28]=[CH:27][C:26]4[C:21](=[CH:22][CH:23]=[CH:24][CH:25]=4)[N:20]=3)=[CH:15][CH:14]=2)=[N:3]1.N([CH2:33][CH:34]([OH:36])C)N. (5) Given the product [F:21][C:18]1[CH:19]=[CH:20][C:15]([C@:12]2([CH3:14])[CH2:11][CH2:10][S:9][C:8]([NH:7][C:6](=[O:23])[O:5][C:1]([CH3:4])([CH3:3])[CH3:2])=[N:13]2)=[CH:16][C:17]=1[C:29]1[CH:34]=[N:33][CH:32]=[CH:31][N:30]=1, predict the reactants needed to synthesize it. The reactants are: [C:1]([O:5][C:6](=[O:23])[NH:7][C:8]1[S:9][CH2:10][CH2:11][C@:12]([C:15]2[CH:20]=[CH:19][C:18]([F:21])=[C:17](Br)[CH:16]=2)([CH3:14])[N:13]=1)([CH3:4])([CH3:3])[CH3:2].C([Sn](CCCC)(CCCC)[C:29]1[CH:34]=[N:33][CH:32]=[CH:31][N:30]=1)CCC.